Dataset: Forward reaction prediction with 1.9M reactions from USPTO patents (1976-2016). Task: Predict the product of the given reaction. (1) Given the reactants [CH3:1][O:2][C:3]1[CH:8]=[CH:7][C:6]([C:9]2[N:10]=[C:11](Cl)[O:12][C:13]=2[C:14]2[CH:19]=[CH:18][C:17]([O:20][CH3:21])=[CH:16][CH:15]=2)=[CH:5][CH:4]=1.[CH3:23][OH:24], predict the reaction product. The product is: [CH3:1][O:2][C:3]1[CH:8]=[CH:7][C:6]([C:9]2[N:10]=[C:11]([O:24][CH3:23])[O:12][C:13]=2[C:14]2[CH:19]=[CH:18][C:17]([O:20][CH3:21])=[CH:16][CH:15]=2)=[CH:5][CH:4]=1. (2) Given the reactants [Cl:1][C:2]1[CH:3]=[C:4]([CH:14]=[CH:15][CH:16]=1)[CH2:5][C:6]1[CH:7]=[C:8]([CH2:12][OH:13])[S:9][C:10]=1[CH3:11], predict the reaction product. The product is: [Cl:1][C:2]1[CH:3]=[C:4]([CH:14]=[CH:15][CH:16]=1)[CH2:5][C:6]1[CH:7]=[C:8]([CH:12]=[O:13])[S:9][C:10]=1[CH3:11]. (3) Given the reactants C([O:3][C:4](=[O:17])[CH2:5][CH2:6][NH:7][S:8]([C:11]1[CH:16]=[CH:15][CH:14]=[CH:13][CH:12]=1)(=[O:10])=[O:9])C.[OH-].[Na+].O, predict the reaction product. The product is: [C:11]1([S:8]([NH:7][CH2:6][CH2:5][C:4]([OH:17])=[O:3])(=[O:10])=[O:9])[CH:12]=[CH:13][CH:14]=[CH:15][CH:16]=1. (4) Given the reactants [Cl:1][C:2]1[CH:7]=[CH:6][C:5](/[CH:8]=[CH:9]/[C:10]([OH:12])=O)=[C:4]([CH2:13][N:14]2[N:18]=[N:17][C:16]([CH3:19])=[N:15]2)[CH:3]=1.[CH3:20][NH:21][CH2:22][CH:23]1[CH2:28][CH2:27][N:26]([C:29]([O:31][C:32]([CH3:35])([CH3:34])[CH3:33])=[O:30])[CH2:25][CH2:24]1.CCN(C(C)C)C(C)C.C(P1(=O)OP(CCC)(=O)OP(CCC)(=O)O1)CC, predict the reaction product. The product is: [Cl:1][C:2]1[CH:7]=[CH:6][C:5](/[CH:8]=[CH:9]/[C:10]([N:21]([CH2:22][CH:23]2[CH2:24][CH2:25][N:26]([C:29]([O:31][C:32]([CH3:35])([CH3:34])[CH3:33])=[O:30])[CH2:27][CH2:28]2)[CH3:20])=[O:12])=[C:4]([CH2:13][N:14]2[N:18]=[N:17][C:16]([CH3:19])=[N:15]2)[CH:3]=1. (5) Given the reactants Cl.[CH:2]1([NH:8][NH2:9])[CH2:7][CH2:6][CH2:5][CH2:4][CH2:3]1.[CH3:10][CH:11]([CH3:14])[CH:12]=O.CON(C)[C:18](=O)/[CH:19]=[CH:20]/[N+]([O-])=O.[CH2:26]1[CH:30]2[CH2:31][NH:32][CH2:33][CH:29]2[CH2:28][N:27]1[C:34]([O:36]C(C)(C)C)=[O:35].[CH2:56]1[C:57](=[O:58])[N:52](OC(O[N:52]2[C:57](=[O:58])[CH2:56][CH2:55][C:53]2=[O:54])=O)[C:53](=[O:54])[CH2:55]1, predict the reaction product. The product is: [CH:2]1([N:8]2[C:19]([CH2:20][N:32]3[CH2:33][CH:29]4[CH2:28][N:27]([C:34]([O:36][N:52]5[C:53](=[O:54])[CH2:55][CH2:56][C:57]5=[O:58])=[O:35])[CH2:26][CH:30]4[CH2:31]3)=[CH:18][C:12]([CH:11]([CH3:14])[CH3:10])=[N:9]2)[CH2:7][CH2:6][CH2:5][CH2:4][CH2:3]1. (6) Given the reactants [F:1][C:2]1[CH:3]=[C:4]([C:9](=O)[CH:10]([CH3:17])[CH2:11][C:12](OCC)=[O:13])[CH:5]=[CH:6][C:7]=1[F:8].O.[NH2:20][NH2:21], predict the reaction product. The product is: [F:1][C:2]1[CH:3]=[C:4]([C:9]2[CH:10]([CH3:17])[CH2:11][C:12](=[O:13])[NH:20][N:21]=2)[CH:5]=[CH:6][C:7]=1[F:8]. (7) Given the reactants [CH3:1][O:2][C:3]1[CH:4]=[C:5]2[C:10](=[CH:11][C:12]=1[O:13][CH3:14])[N:9]=[CH:8][CH:7]=[C:6]2[O:15][C:16]1[CH:22]=[CH:21][C:19]([NH2:20])=[CH:18][C:17]=1[F:23].[CH2:24]([O:26][C:27]1[C:28]([C:41](Cl)=[O:42])=[N:29][N:30]([C:32]2[CH:37]=[CH:36][C:35]([F:38])=[C:34]([O:39][CH3:40])[CH:33]=2)[CH:31]=1)[CH3:25], predict the reaction product. The product is: [CH3:1][O:2][C:3]1[CH:4]=[C:5]2[C:10](=[CH:11][C:12]=1[O:13][CH3:14])[N:9]=[CH:8][CH:7]=[C:6]2[O:15][C:16]1[CH:22]=[CH:21][C:19]([NH:20][C:41]([C:28]2[C:27]([O:26][CH2:24][CH3:25])=[CH:31][N:30]([C:32]3[CH:37]=[CH:36][C:35]([F:38])=[C:34]([O:39][CH3:40])[CH:33]=3)[N:29]=2)=[O:42])=[CH:18][C:17]=1[F:23].